Dataset: TCR-epitope binding with 47,182 pairs between 192 epitopes and 23,139 TCRs. Task: Binary Classification. Given a T-cell receptor sequence (or CDR3 region) and an epitope sequence, predict whether binding occurs between them. (1) The epitope is TLDSKTQSL. The TCR CDR3 sequence is CASSEWVSDRSNTGELFF. Result: 1 (the TCR binds to the epitope). (2) The epitope is LVLSVNPYV. The TCR CDR3 sequence is CASSHLLGTSGYEQYF. Result: 1 (the TCR binds to the epitope).